This data is from Catalyst prediction with 721,799 reactions and 888 catalyst types from USPTO. The task is: Predict which catalyst facilitates the given reaction. Reactant: C([O:8][C:9]1[CH:14]=[CH:13][C:12]([N:15]2[C:19]([CH3:20])=[C:18]([C:21]([O:23][CH2:24][CH3:25])=[O:22])[N:17]=[C:16]2[C:26]2[CH:31]=[CH:30][C:29]([Cl:32])=[CH:28][C:27]=2[Cl:33])=[CH:11][CH:10]=1)C1C=CC=CC=1. Product: [Cl:33][C:27]1[CH:28]=[C:29]([Cl:32])[CH:30]=[CH:31][C:26]=1[C:16]1[N:15]([C:12]2[CH:11]=[CH:10][C:9]([OH:8])=[CH:14][CH:13]=2)[C:19]([CH3:20])=[C:18]([C:21]([O:23][CH2:24][CH3:25])=[O:22])[N:17]=1. The catalyst class is: 201.